Dataset: Orexin1 receptor HTS with 218,158 compounds and 233 confirmed actives. Task: Binary Classification. Given a drug SMILES string, predict its activity (active/inactive) in a high-throughput screening assay against a specified biological target. (1) The molecule is S(CC(=O)NCc1c(OC)cccc1)c1nnc(c2ncccc2)cc1. The result is 0 (inactive). (2) The compound is O=N/C(=C1\NC(Cc2c1cccc2)(C)C)C#N. The result is 0 (inactive).